This data is from Experimentally validated miRNA-target interactions with 360,000+ pairs, plus equal number of negative samples. The task is: Binary Classification. Given a miRNA mature sequence and a target amino acid sequence, predict their likelihood of interaction. (1) The miRNA is hsa-miR-4648 with sequence UGUGGGACUGCAAAUGGGAG. The protein sequence of the target gene is MAATKTASYDEHFRPEKLREWPEPESVSLMEVLAREDIDEAVCAILFKENSIVKVTVPPFVDPLFQRQQEVDEERRTGLQCETGKRHSIKELEEIEKARLHASSPYFTFTSHCVIPKEWHKASARARSKTYKYSPEKLIYADKKQKRKEKKTADLSQAAFERQFLSSKLSQKNKVGERKGLVSRGLGRGWHAGLCSTHEQHILVPE. Result: 0 (no interaction). (2) The miRNA is hsa-miR-8068 with sequence UGUUUGUUGUAAGGAUCGUUGU. The protein sequence of the target gene is MQSRLLLLGAPGGHGGPASRRMRLLLRQVVQRRPGGDRQRPEVRLLHAGSGADTGDTVNIGDVSYKLKIPKNPELVPQNYISDSLAQSVVQHLRWIMQKDLLGQDVFLIGPPGPLRRSIAMQYLELTKREVEYIALSRDTTETDLKQRREIRAGTAFYIDQCAVRAATEGRTLILEGLEKAERNVLPVLNNLLENREMQLEDGRFLMSAERYDKLLRDHTKKELDSWKIVRVSENFRVIALGLPVPRYSGNPLDPPLRSRFQARDIYYLPFKDQLKLLYSIGANVSAEKVSQLLSFATTL.... Result: 0 (no interaction). (3) The miRNA is hsa-miR-943 with sequence CUGACUGUUGCCGUCCUCCAG. The protein sequence of the target gene is MENSPDSPQPLELGVAAGRVSPPEGRRRGGREAEDGPAGRAVDSGGQGAAAAAARSSLGDPTSPSQLGCGAGSDLKDGASSSPAASEVPSRGQHKVTASPELAEAAAGRGSGPVGDTGTCRVEQAAEEPSSTGAPSSSCSEPSPPGDSPSLDSLESFSNLHSFPSSSEFNSEEGAETRVPEDVEEGAAGPPRAAPLCKEEEEDPAQVLAASKERFPGQSVYHIKWIQWKEENTPIITQNENGPCPLLAILNVLLLAWKVKLPPMMEIITAEQLMEYLGDYMLEAKPKEISEIQRVNYEQN.... Result: 0 (no interaction). (4) The miRNA is mmu-miR-1264-3p with sequence CAAAUCUUAUUUGAGCACCUGU. The protein sequence of the target gene is MHCERFLCVLRIIGTTLFGVSLLLGITAAYIVGYQFIQTDNYYFSFGLYGAFLASHLIIQSLFAFLEHRKMKKSLETPIKLNKTVALCIAAYQEDPDYLRKCLQSVKRLTYPGIKVVMVIDGNSDDDLYMMDIFSEVMGRDKSATYIWKNNFHEKGPGETEESHKESSQHVTQLVLSNKSICIMQKWGGKREVMYTAFRALGRSVDYVQVCDSDTMLDPASSVEMVKVLEEDPMVGGVGGDVQILNKYDSWISFLSSVRYWMAFNIERACQSYFGCVQCISGPLGMYRNSLLHEFVEDWY.... Result: 0 (no interaction). (5) The miRNA is mmu-miR-871-3p with sequence UGACUGGCACCAUUCUGGAUAAU. The protein sequence of the target gene is MARLGLLALLCTLAALSASLLAAELKSKSCSEVRRLYVSKGFNKNDAPLYEINGDHLKICPQDYTCCSQEMEEKYSLQSKDDFKTVVSEQCNHLQAIFASRYKKFDEFFKELLENAEKSLNDMFVKTYGHLYMQNSELFKDLFVELKRYYVAGNVNLEEMLNDFWARLLERMFRLVNSQYHFTDEYLECVSKYTEQLKPFGDVPRKLKLQVTRAFVAARTFAQGLAVARDVVSKVSVVNPTAQCTHALLKMIYCSHCRGLVTVKPCYNYCSNIMRGCLANQGDLDFEWNNFIDAMLMVAE.... Result: 0 (no interaction). (6) The miRNA is hsa-miR-3617-3p with sequence CAUCAGCACCCUAUGUCCUUUCU. Result: 0 (no interaction). The protein sequence of the target gene is MEPGPGGRGAARGQRPPNAAQPREQERKLEQEKLSGVVKSVHRRLRKKYREVGDFDKIWREHCEDAETLCEYAVAMKNLADNHWAKTCEGEGRIEWCCSVCREYFQNGGKRKALEKDEKRAVLATKTTPALNVHESSKLEGPLTNLSFTSPDFITELLQASGKIRLLDVGSCFNPFLKFEEFLTVGIDIVPAVESVYKCDFLNLQLQQPLQLAQDAIDAFLKQLRNPIDALPGELFHVVVFSLLLSYFPSPYQRWICCKKAHELLVLNGLLLIITPDSSHQNRHAMMMKSWKIAIESLGF.... (7) The miRNA is hsa-miR-4643 with sequence GACACAUGACCAUAAAUGCUAA. The protein sequence of the target gene is MSHLFDPRLPALAASPMLYLYGPERPGLPLAFAPAAALAASGRAETPQKPPYSYIALIAMAIQDAPEQRVTLNGIYQFIMDRFPFYHDNRQGWQNSIRHNLSLNDCFVKVPREKGRPGKGSYWTLDPRCLDMFENGNYRRRKRKPKPGPGAPEAKRPRAETHQRSAEAQPEAGSGAGGSGPAISRLQAAPAGPSPLLDGPSPPAPLHWPGTASPNEDAGDAAQGAAAVAVGQAARTGDGPGSPLRPASRSSPKSSDKSKSFSIDSILAGKQGQKPPSGDELLGGAKPGPGGRLGASLLAA.... Result: 1 (interaction).